This data is from Peptide-MHC class II binding affinity with 134,281 pairs from IEDB. The task is: Regression. Given a peptide amino acid sequence and an MHC pseudo amino acid sequence, predict their binding affinity value. This is MHC class II binding data. (1) The peptide sequence is NMVVERLGDYLVEQG. The MHC is DRB1_0401 with pseudo-sequence DRB1_0401. The binding affinity (normalized) is 0.269. (2) The peptide sequence is NFMESGEWVIKESR. The MHC is DRB1_0301 with pseudo-sequence DRB1_0301. The binding affinity (normalized) is 0. (3) The peptide sequence is AEGGKATTEEQKLIE. The MHC is DRB1_0802 with pseudo-sequence DRB1_0802. The binding affinity (normalized) is 0. (4) The binding affinity (normalized) is 0.281. The MHC is DRB1_0405 with pseudo-sequence DRB1_0405. The peptide sequence is VDRQWAQDLTLPWQS.